The task is: Predict the reaction yield, written as a fraction of the theoretical maximum amount of product (1.0 means a 100% yield; for example, 0.34 means a 34% yield).. This data is from Reaction yield outcomes from USPTO patents with 853,638 reactions. (1) The reactants are C(=O)([O-])[O-].[K+].[K+].[C:7]([O:11][C:12]([NH:14][C@H:15]([C:26]([N:28]([CH3:30])[CH3:29])=[O:27])[CH2:16][C:17]1[CH:22]=[CH:21][C:20](B(O)O)=[CH:19][CH:18]=1)=[O:13])([CH3:10])([CH3:9])[CH3:8].Br[C:32]1[CH:37]=[CH:36][CH:35]=[CH:34][CH:33]=1. The catalyst is O.O1CCOCC1.C1C=CC([P]([Pd]([P](C2C=CC=CC=2)(C2C=CC=CC=2)C2C=CC=CC=2)([P](C2C=CC=CC=2)(C2C=CC=CC=2)C2C=CC=CC=2)[P](C2C=CC=CC=2)(C2C=CC=CC=2)C2C=CC=CC=2)(C2C=CC=CC=2)C2C=CC=CC=2)=CC=1. The product is [C:20]1([C:32]2[CH:37]=[CH:36][CH:35]=[CH:34][CH:33]=2)[CH:21]=[CH:22][C:17]([CH2:16][C@H:15]([NH:14][C:12](=[O:13])[O:11][C:7]([CH3:10])([CH3:9])[CH3:8])[C:26]([N:28]([CH3:30])[CH3:29])=[O:27])=[CH:18][CH:19]=1. The yield is 0.600. (2) The reactants are [C:1]([O:8][CH3:9])(=[O:7])[CH2:2][C:3]([O:5][CH3:6])=[O:4].[H-].[Na+].[C:12]([O:16][CH2:17][CH3:18])(=[O:15])[CH:13]=[CH2:14]. The catalyst is C1COCC1. The product is [CH:2]([C:1]([O:8][CH3:9])=[O:7])([C:3]([O:5][CH3:6])=[O:4])[CH2:14][CH2:13][C:12]([O:16][CH2:17][CH3:18])=[O:15]. The yield is 0.770. (3) The reactants are [Cl:1][C:2]1[C:11]2[CH2:10][N:9]([C@H:12]([C:23]([CH3:26])([CH3:25])[CH3:24])[C:13]([O:15][CH2:16][C:17]3[CH:22]=[CH:21][CH:20]=[CH:19][CH:18]=3)=[O:14])[C:8](=[O:27])[C:7]3=[CH:28][N:29]([S:30]([C:33]4[CH:39]=[CH:38][C:36]([CH3:37])=[CH:35][CH:34]=4)(=[O:32])=[O:31])[C:5]([C:6]=23)=[N:4][CH:3]=1.[OH-:40].[Na+]. The catalyst is CO.C1COCC1. The product is [CH2:16]([O:15][C:13](=[O:14])[C@H:12]([NH:9][CH2:10][C:11]1[C:2]([Cl:1])=[CH:3][N:4]=[C:5]2[N:29]([S:30]([C:33]3[CH:34]=[CH:35][C:36]([CH3:37])=[CH:38][CH:39]=3)(=[O:32])=[O:31])[CH:28]=[C:7]([C:8]([OH:40])=[O:27])[C:6]=12)[C:23]([CH3:26])([CH3:25])[CH3:24])[C:17]1[CH:18]=[CH:19][CH:20]=[CH:21][CH:22]=1. The yield is 0.389. (4) The reactants are O[CH2:2][C:3]1[S:7][C:6]([C:8]2[NH:9][C:10]3[C:15]([CH:16]=2)=[CH:14][CH:13]=[CH:12][C:11]=3[N:17]([CH3:26])[S:18]([C:21]2[S:22][CH:23]=[CH:24][CH:25]=2)(=[O:20])=[O:19])=[N:5][CH:4]=1.S(Cl)([Cl:29])=O.O1CCCC1. The catalyst is CN(C)C=O.O. The product is [Cl:29][CH2:2][C:3]1[S:7][C:6]([C:8]2[NH:9][C:10]3[C:15]([CH:16]=2)=[CH:14][CH:13]=[CH:12][C:11]=3[N:17]([CH3:26])[S:18]([C:21]2[S:22][CH:23]=[CH:24][CH:25]=2)(=[O:20])=[O:19])=[N:5][CH:4]=1. The yield is 0.760. (5) The reactants are C[N:2]([CH:4]=[C:5]1[C:13](=O)[C:12]2[N:11]([CH3:15])[N:10]=[C:9]([C:16]([O:18][CH2:19][CH3:20])=[O:17])[C:8]=2[CH2:7][CH2:6]1)[CH3:3].S(O)(O)(=O)=O.C[NH:27]C(=N)O.[C:31](=[O:34])([O-])[O-].[K+].[K+]. The catalyst is C(#N)C. The product is [CH3:31][O:34][C:3]1[N:2]=[CH:4][C:5]2[CH2:6][CH2:7][C:8]3[C:9]([C:16]([O:18][CH2:19][CH3:20])=[O:17])=[N:10][N:11]([CH3:15])[C:12]=3[C:13]=2[N:27]=1. The yield is 0.860. (6) The product is [NH2:1][C:2]1[C:7]([F:8])=[C:6]([C:9]2[CH:14]=[CH:13][C:12]([Cl:15])=[C:11]([F:16])[CH:10]=2)[N:5]=[C:4]([C:17]([OH:19])=[O:18])[C:3]=1/[CH:21]=[CH:22]/[Si:23]([CH3:24])([CH3:26])[CH3:25]. The catalyst is CO. The yield is 0.900. The reactants are [NH2:1][C:2]1[C:7]([F:8])=[C:6]([C:9]2[CH:14]=[CH:13][C:12]([Cl:15])=[C:11]([F:16])[CH:10]=2)[N:5]=[C:4]([C:17]([O:19]C)=[O:18])[C:3]=1/[CH:21]=[CH:22]/[Si:23]([CH3:26])([CH3:25])[CH3:24].C1COCC1.O.O.[OH-].[Li+]. (7) The reactants are [C:1]([NH2:5])([CH3:4])([CH3:3])[CH3:2].[Br:6][C:7]1[CH:12]=[C:11]([Br:13])[CH:10]=[CH:9][C:8]=1O.[CH2:15]=[O:16].[CH3:17]C(O)C. No catalyst specified. The product is [Br:6][C:7]1[CH:12]=[C:11]([Br:13])[C:10]2[O:16][CH2:15][N:5]([C:1]([CH3:4])([CH3:3])[CH3:2])[CH2:17][C:9]=2[CH:8]=1. The yield is 0.828. (8) The reactants are [Br:1][C:2]1[N:10]=[CH:9][CH:8]=[CH:7][C:3]=1[C:4]([OH:6])=O.CCN=C=NCCCN(C)C.[C:22]([C:26]1[CH:27]=[C:28]([CH:30]=[CH:31][CH:32]=1)[NH2:29])([CH3:25])([CH3:24])[CH3:23].C(=O)(O)[O-].[Na+]. The catalyst is ClCCl.O. The product is [Br:1][C:2]1[N:10]=[CH:9][CH:8]=[CH:7][C:3]=1[C:4]([NH:29][C:28]1[CH:30]=[CH:31][CH:32]=[C:26]([C:22]([CH3:25])([CH3:24])[CH3:23])[CH:27]=1)=[O:6]. The yield is 0.590.